The task is: Predict which catalyst facilitates the given reaction.. This data is from Catalyst prediction with 721,799 reactions and 888 catalyst types from USPTO. (1) Reactant: [CH2:1](Br)[C:2]#[CH:3].[Br:5]/[C:6](=[C:9](/[Br:12])\[CH2:10][OH:11])/[CH2:7][OH:8].[OH-].[K+]. Product: [Br:5]/[C:6](=[C:9](/[Br:12])\[CH2:10][O:11][CH2:3][C:2]#[CH:1])/[CH2:7][OH:8]. The catalyst class is: 35. (2) Reactant: S(=O)(=O)(O)O.Cl.[Cl:7][C:8]1[CH:13]=[CH:12][C:11]([NH:14]N)=[CH:10][C:9]=1[F:16].[CH3:17][N:18]1[CH2:23][CH2:22][CH2:21][CH2:20][C:19]1=O. Product: [Cl:7][C:8]1[CH:13]=[CH:12][C:11]2[NH:14][C:21]3[CH2:22][CH2:23][N:18]([CH3:17])[CH2:19][C:20]=3[C:10]=2[C:9]=1[F:16]. The catalyst class is: 12.